This data is from Reaction yield outcomes from USPTO patents with 853,638 reactions. The task is: Predict the reaction yield, written as a fraction of the theoretical maximum amount of product (1.0 means a 100% yield; for example, 0.34 means a 34% yield). (1) The product is [CH2:28]([O:27][C:25](=[O:26])[CH:24]([N+:21]([O-:23])=[O:22])[CH2:4][C:5]1[C:13]2[C:8](=[CH:9][CH:10]=[C:11]([O:14][CH3:15])[CH:12]=2)[NH:7][C:6]=1[C:16]([O:18][CH2:19][CH3:20])=[O:17])[CH3:29]. The reactants are CN([CH2:4][C:5]1[C:13]2[C:8](=[CH:9][CH:10]=[C:11]([O:14][CH3:15])[CH:12]=2)[NH:7][C:6]=1[C:16]([O:18][CH2:19][CH3:20])=[O:17])C.[N+:21]([CH2:24][C:25]([O:27][CH2:28][CH3:29])=[O:26])([O-:23])=[O:22]. The catalyst is CC1C=CC=CC=1C. The yield is 0.760. (2) No catalyst specified. The product is [CH3:21][O:22][C:23]1[CH:24]=[C:25]([CH:29]=[CH:30][C:31]=1[O:32][CH3:33])[CH2:26][CH2:27][N:15]1[CH2:16][C:17](=[O:18])[N:13]([C:11]2[CH:10]=[N:9][N:8]([CH2:7][C:6]3[C:2]([CH3:1])=[N:3][O:4][C:5]=3[CH3:20])[CH:12]=2)[C:14]1=[O:19]. The reactants are [CH3:1][C:2]1[C:6]([CH2:7][N:8]2[CH:12]=[C:11]([N:13]3[C:17](=[O:18])[CH2:16][NH:15][C:14]3=[O:19])[CH:10]=[N:9]2)=[C:5]([CH3:20])[O:4][N:3]=1.[CH3:21][O:22][C:23]1[CH:24]=[C:25]([CH:29]=[CH:30][C:31]=1[O:32][CH3:33])[CH2:26][CH2:27]Br. The yield is 0.360. (3) The reactants are [OH:1][C:2]1[CH:3]=[CH:4][C:5]([C:12](=[O:14])[CH3:13])=[C:6]2[C:11]=1[CH2:10][CH2:9][CH2:8][CH2:7]2.C(N(CC)CC)C.[S:22](O[S:22]([C:25]([F:28])([F:27])[F:26])(=[O:24])=[O:23])([C:25]([F:28])([F:27])[F:26])(=[O:24])=[O:23]. The catalyst is C(Cl)Cl. The product is [F:26][C:25]([F:28])([F:27])[S:22]([O:1][C:2]1[CH:3]=[CH:4][C:5]([C:12](=[O:14])[CH3:13])=[C:6]2[C:11]=1[CH2:10][CH2:9][CH2:8][CH2:7]2)(=[O:24])=[O:23]. The yield is 0.950. (4) The reactants are [CH3:1][C:2]1([CH3:24])[C:11]2[CH2:10][O:9][CH:8]=[CH:7][C:6]3=[CH:12][CH:13]([CH2:15][NH:16][C:17](=[O:23])[O:18][C:19]([CH3:22])([CH3:21])[CH3:20])[O:14][B:4]([C:5]=23)[O:3]1.C1C(=O)N([Cl:32])C(=O)C1. The catalyst is ClC(Cl)C. The product is [Cl:32][C:12]1[C@H:13]([CH2:15][NH:16][C:17](=[O:23])[O:18][C:19]([CH3:22])([CH3:21])[CH3:20])[O:14][B:4]2[C:5]3[C:6]=1[CH:7]=[CH:8][O:9][CH2:10][C:11]=3[C:2]([CH3:24])([CH3:1])[O:3]2. The yield is 0.580. (5) The reactants are [K+].[Br-].B(Br)(Br)[Br:4].[CH2:7]([N:10]1[CH2:29][CH2:28][C@:17]23[C:18]4[C:19]5[O:27][C@@:16]2([CH3:30])[C:15](=[O:31])[CH2:14][CH2:13][C@@:12]3([O:32][CH2:33][CH2:34][CH3:35])[C@H:11]1[CH2:24][C:23]=4[CH:22]=[CH:21][C:20]=5[O:25]C)[CH:8]=[CH2:9].[NH4+].[OH-]. The catalyst is C(Cl)Cl. The product is [BrH:4].[CH2:7]([N:10]1[CH2:29][CH2:28][C@:17]23[C:18]4[C:19]5[O:27][C@@:16]2([CH3:30])[C:15](=[O:31])[CH2:14][CH2:13][C@@:12]3([O:32][CH2:33][CH2:34][CH3:35])[C@H:11]1[CH2:24][C:23]=4[CH:22]=[CH:21][C:20]=5[OH:25])[CH:8]=[CH2:9]. The yield is 0.470. (6) The reactants are C(O)(=O)C.[N+:5](/[CH:8]=[CH:9]/[C:10]1[CH:22]=[CH:21][C:13]([O:14][CH2:15][C:16]2[CH:20]=[CH:19][S:18][CH:17]=2)=[CH:12][CH:11]=1)([O-:7])=[O:6].[BH4-].[Na+]. The catalyst is CS(C)=O. The product is [N+:5]([CH2:8][CH2:9][C:10]1[CH:22]=[CH:21][C:13]([O:14][CH2:15][C:16]2[CH:20]=[CH:19][S:18][CH:17]=2)=[CH:12][CH:11]=1)([O-:7])=[O:6]. The yield is 0.470.